Dataset: HIV replication inhibition screening data with 41,000+ compounds from the AIDS Antiviral Screen. Task: Binary Classification. Given a drug SMILES string, predict its activity (active/inactive) in a high-throughput screening assay against a specified biological target. (1) The drug is CCN(CC)CCN1C(=O)c2cccc3cccc(c23)C1=O. The result is 0 (inactive). (2) The drug is CC12C(=O)OCC(c3ccccc3)N1C(=O)N(Cc1ccccc1)C2CO. The result is 0 (inactive). (3) The result is 0 (inactive). The drug is COc1[nH]c(C(O)C2OC(C)(C)OCC2O)nc1C#N.